Dataset: Forward reaction prediction with 1.9M reactions from USPTO patents (1976-2016). Task: Predict the product of the given reaction. (1) Given the reactants [N:1]([CH:4]1[CH2:7][N:6]([CH:8]([C:15]2[CH:20]=[CH:19][CH:18]=[CH:17][CH:16]=2)[C:9]2[CH:14]=[CH:13][CH:12]=[CH:11][CH:10]=2)[CH2:5]1)=[N+]=[N-].[H][H], predict the reaction product. The product is: [NH2:1][CH:4]1[CH2:7][N:6]([CH:8]([C:9]2[CH:14]=[CH:13][CH:12]=[CH:11][CH:10]=2)[C:15]2[CH:20]=[CH:19][CH:18]=[CH:17][CH:16]=2)[CH2:5]1. (2) Given the reactants [CH2:1]([N:5]1[CH2:10][CH2:9][N:8]([C:11]([C:13]2[CH:20]=[CH:19][C:16]([CH:17]=O)=[CH:15][CH:14]=2)=[O:12])[CH2:7][CH2:6]1)[CH2:2][CH2:3][CH3:4].[F:21][C:22]([F:30])([F:29])[CH:23]1[CH2:28][CH2:27][CH2:26][NH:25][CH2:24]1, predict the reaction product. The product is: [CH2:1]([N:5]1[CH2:10][CH2:9][N:8]([C:11]([C:13]2[CH:20]=[CH:19][C:16]([CH2:17][N:25]3[CH2:26][CH2:27][CH2:28][CH:23]([C:22]([F:30])([F:29])[F:21])[CH2:24]3)=[CH:15][CH:14]=2)=[O:12])[CH2:7][CH2:6]1)[CH2:2][CH2:3][CH3:4]. (3) Given the reactants [N+:1]([C:4]1[CH:5]=[C:6]([CH:9]=[CH:10][CH:11]=1)[NH:7][CH3:8])([O-:3])=[O:2].[C:12](Cl)(=[O:14])[CH3:13].CCN(C(C)C)C(C)C, predict the reaction product. The product is: [N+:1]([C:4]1[CH:5]=[C:6]([N:7]([CH3:8])[C:12](=[O:14])[CH3:13])[CH:9]=[CH:10][CH:11]=1)([O-:3])=[O:2]. (4) Given the reactants [Cl:1][C:2]1[CH:3]=[C:4]([CH:6]=[CH:7][CH:8]=1)[NH2:5].[Si:9]([O:16][CH:17]1[CH2:22][CH2:21][C:20](=O)[CH2:19][CH2:18]1)([C:12]([CH3:15])([CH3:14])[CH3:13])([CH3:11])[CH3:10].C(O[BH-](OC(=O)C)OC(=O)C)(=O)C.[Na+].C(O)(=O)C.C(=O)(O)[O-].[Na+], predict the reaction product. The product is: [C:12]([Si:9]([CH3:11])([CH3:10])[O:16][C@H:17]1[CH2:22][CH2:21][C@H:20]([NH:5][C:4]2[CH:6]=[CH:7][CH:8]=[C:2]([Cl:1])[CH:3]=2)[CH2:19][CH2:18]1)([CH3:15])([CH3:14])[CH3:13].